This data is from Reaction yield outcomes from USPTO patents with 853,638 reactions. The task is: Predict the reaction yield, written as a fraction of the theoretical maximum amount of product (1.0 means a 100% yield; for example, 0.34 means a 34% yield). (1) The reactants are [F:1][C:2]1[C:3]([N+:16]([O-])=O)=[CH:4][C:5]([O:14][CH3:15])=[C:6]([N:8]2[CH:12]=[N:11][C:10]([CH3:13])=[N:9]2)[CH:7]=1. The catalyst is [Pd].CO. The product is [F:1][C:2]1[CH:7]=[C:6]([N:8]2[CH:12]=[N:11][C:10]([CH3:13])=[N:9]2)[C:5]([O:14][CH3:15])=[CH:4][C:3]=1[NH2:16]. The yield is 0.960. (2) The reactants are [CH2:1]([N:3]([CH2:17][CH3:18])[C:4]([CH:6]1[CH2:15][C:14](=O)[C:13]2[C:8](=[CH:9][CH:10]=[CH:11][CH:12]=2)[S:7]1)=[O:5])[CH3:2].Cl.[CH3:20][O:21][C:22]1[CH:27]=[CH:26][C:25]([NH:28]N)=[CH:24][CH:23]=1.S(=O)(=O)(O)O. The catalyst is C(O)C. The product is [CH2:1]([N:3]([CH2:17][CH3:18])[C:4]([CH:6]1[C:15]2[C:26]3[C:25](=[CH:24][CH:23]=[C:22]([O:21][CH3:20])[CH:27]=3)[NH:28][C:14]=2[C:13]2[CH:12]=[CH:11][CH:10]=[CH:9][C:8]=2[S:7]1)=[O:5])[CH3:2]. The yield is 0.570. (3) The product is [C:1]([O:5][C:6]([NH:7][CH2:8][CH:9]1[CH2:10][CH2:11][N:12]([CH2:16][C:18]2([C:22]([O:24][CH3:25])=[O:23])[CH2:21][CH2:20][CH2:19]2)[CH2:13][CH2:14]1)=[O:15])([CH3:4])([CH3:2])[CH3:3]. The yield is 0.830. The reactants are [C:1]([O:5][C:6](=[O:15])[NH:7][CH2:8][CH:9]1[CH2:14][CH2:13][NH:12][CH2:11][CH2:10]1)([CH3:4])([CH3:3])[CH3:2].[CH:16]([C:18]1([C:22]([O:24][CH3:25])=[O:23])[CH2:21][CH2:20][CH2:19]1)=O.C(O)(=O)C.C(O[BH-](OC(=O)C)OC(=O)C)(=O)C.[Na+].C([O-])(O)=O.[Na+]. The catalyst is O1CCCC1. (4) The reactants are [O:1]1[C:5]([CH:6]=O)=[CH:4][N:3]=[CH:2]1.[CH3:8][C:9]([S:12]([NH2:14])=[O:13])([CH3:11])[CH3:10]. The catalyst is C1COCC1.C(O[Ti](OCC)(OCC)OCC)C. The product is [CH3:8][C:9]([S:12](/[N:14]=[CH:6]/[C:5]1[O:1][CH:2]=[N:3][CH:4]=1)=[O:13])([CH3:11])[CH3:10]. The yield is 0.587. (5) The reactants are Br[C:2]1[C:25](=[O:26])[N:24]([CH2:27][CH3:28])[C:5]2[N:6]=[C:7]([NH:10][C:11]3[CH:16]=[CH:15][C:14]([N:17]4[CH2:22][CH2:21][N:20]([CH3:23])[CH2:19][CH2:18]4)=[CH:13][CH:12]=3)[N:8]=[CH:9][C:4]=2[CH:3]=1.[B:29]1(B2OC(C)(C)C(C)(C)O2)[O:33]C(C)(C)C(C)(C)[O:30]1.C([O-])(=O)C.[K+]. The catalyst is C1(C)C=CC=CC=1.Cl[Pd](Cl)([P](C1C=CC=CC=1)(C1C=CC=CC=1)C1C=CC=CC=1)[P](C1C=CC=CC=1)(C1C=CC=CC=1)C1C=CC=CC=1. The product is [CH2:27]([N:24]1[C:5]2[N:6]=[C:7]([NH:10][C:11]3[CH:16]=[CH:15][C:14]([N:17]4[CH2:22][CH2:21][N:20]([CH3:23])[CH2:19][CH2:18]4)=[CH:13][CH:12]=3)[N:8]=[CH:9][C:4]=2[CH:3]=[C:2]([B:29]([OH:33])[OH:30])[C:25]1=[O:26])[CH3:28]. The yield is 0.180. (6) The reactants are [CH3:1][C:2]1[CH:39]=[C:38]([CH3:40])[CH:37]=[CH:36][C:3]=1[O:4][CH2:5][C@H:6]([OH:35])[CH2:7][NH:8][C:9]1[CH:14]=[CH:13][NH:12][C:11](=[O:15])[C:10]=1[C:16]1[NH:27][C:26]2[C:18](=[CH:19][C:20]3[CH2:21][N:22]([CH:29]4[CH2:34][CH2:33][NH:32][CH2:31][CH2:30]4)[C:23](=[O:28])[C:24]=3[CH:25]=2)[N:17]=1.[CH:41](=O)[CH2:42][CH3:43].CC#N.[BH-](OC(C)=O)(OC(C)=O)OC(C)=O.[Na+]. The catalyst is CC(O)=O.O. The product is [CH3:1][C:2]1[CH:39]=[C:38]([CH3:40])[CH:37]=[CH:36][C:3]=1[O:4][CH2:5][CH:6]([OH:35])[CH2:7][NH:8][C:9]1[CH:14]=[CH:13][NH:12][C:11](=[O:15])[C:10]=1[C:16]1[NH:27][C:26]2[C:18](=[CH:19][C:20]3[CH2:21][N:22]([CH:29]4[CH2:30][CH2:31][N:32]([CH2:41][CH2:42][CH3:43])[CH2:33][CH2:34]4)[C:23](=[O:28])[C:24]=3[CH:25]=2)[N:17]=1. The yield is 0.570.